Dataset: Catalyst prediction with 721,799 reactions and 888 catalyst types from USPTO. Task: Predict which catalyst facilitates the given reaction. (1) Reactant: [Br:1][C:2]1[CH:3]=[C:4]2[C:8](=[CH:9][CH:10]=1)[NH:7][CH:6]=[C:5]2/[C:11](/[C:23]#[N:24])=[CH:12]/[C:13]1[CH:14]=[C:15]([CH:18]=[CH:19][C:20]=1[O:21][CH3:22])[C:16]#[N:17].C(OC([NH:32][CH2:33][C:34](O)=[O:35])=O)(C)(C)C.C1CN([P+](ON2N=NC3C=CC=CC2=3)(N2CCCC2)N2CCCC2)CC1.F[P-](F)(F)(F)(F)F.[ClH:70]. Product: [ClH:70].[NH2:32][CH2:33][C:34]([N:7]1[C:8]2[C:4](=[CH:3][C:2]([Br:1])=[CH:10][CH:9]=2)[C:5](/[C:11](/[C:23]#[N:24])=[CH:12]/[C:13]2[CH:14]=[C:15]([CH:18]=[CH:19][C:20]=2[O:21][CH3:22])[C:16]#[N:17])=[CH:6]1)=[O:35]. The catalyst class is: 338. (2) Reactant: [NH2:1][C:2]1[CH:3]=[C:4]2[C:9](=[CH:10][CH:11]=1)[N:8]=[CH:7][C:6]([C:12]#[N:13])=[C:5]2[NH:14][C:15]1[CH:20]=[CH:19][C:18]([F:21])=[C:17]([Cl:22])[CH:16]=1.[NH:23]1[CH:27]=[CH:26][C:25]([CH:28]=O)=[N:24]1.[BH3-]C#N.[Na+]. Product: [Cl:22][C:17]1[CH:16]=[C:15]([NH:14][C:5]2[C:4]3[C:9](=[CH:10][CH:11]=[C:2]([NH:1][CH2:28][C:25]4[CH:26]=[CH:27][NH:23][N:24]=4)[CH:3]=3)[N:8]=[CH:7][C:6]=2[C:12]#[N:13])[CH:20]=[CH:19][C:18]=1[F:21]. The catalyst class is: 14. (3) Reactant: [Cl:1][C:2]1[CH:3]=[N:4][C:5]2[N:6]([N:8]=[C:9]([C:11]([OH:13])=O)[CH:10]=2)[CH:7]=1.[S:14]1[C:23]2[CH2:22][CH2:21][NH:20][CH2:19][CH2:18][C:17]=2[N:16]=[CH:15]1. Product: [Cl:1][C:2]1[CH:3]=[N:4][C:5]2[N:6]([N:8]=[C:9]([C:11]([N:20]3[CH2:21][CH2:22][C:23]4[S:14][CH:15]=[N:16][C:17]=4[CH2:18][CH2:19]3)=[O:13])[CH:10]=2)[CH:7]=1. The catalyst class is: 3. (4) Reactant: [H-].[Na+].[CH:3]([C:5]1[N:10]=[C:9](/[CH:11]=[CH:12]/[C:13]([O:15][C:16]([CH3:19])([CH3:18])[CH3:17])=[O:14])[CH:8]=[CH:7][CH:6]=1)=O. Product: [C:16]([O:15][C:13](/[CH:12]=[CH:11]/[C:9]1[N:10]=[C:5](/[CH:3]=[CH:12]/[C:13]([O:15][CH2:16][CH3:17])=[O:14])[CH:6]=[CH:7][CH:8]=1)=[O:14])([CH3:19])([CH3:18])[CH3:17]. The catalyst class is: 49.